From a dataset of Catalyst prediction with 721,799 reactions and 888 catalyst types from USPTO. Predict which catalyst facilitates the given reaction. Reactant: [C:1]([CH:3]([C:11]1[C:16]([C:17]([F:20])([F:19])[F:18])=[CH:15][C:14]([N+:21]([O-:23])=[O:22])=[CH:13][N:12]=1)C(OC(C)(C)C)=O)#[N:2].Cl.CC(=O)OCC. The catalyst class is: 5. Product: [N+:21]([C:14]1[CH:15]=[C:16]([C:17]([F:20])([F:18])[F:19])[C:11]([CH2:3][C:1]#[N:2])=[N:12][CH:13]=1)([O-:23])=[O:22].